Dataset: Catalyst prediction with 721,799 reactions and 888 catalyst types from USPTO. Task: Predict which catalyst facilitates the given reaction. Reactant: [F:1][CH:2]([F:25])[N:3]1[CH:7]=[C:6]([C:8]2[CH2:12][CH2:11][C@:10]([C:17]3[CH:22]=[CH:21][CH:20]=[C:19]([F:23])[C:18]=3[CH3:24])([C:13]([O:15][CH3:16])=[O:14])[CH:9]=2)[CH:5]=[N:4]1.C([O-])=O.[NH4+]. Product: [F:25][CH:2]([F:1])[N:3]1[CH:7]=[C:6]([CH:8]2[CH2:12][CH2:11][C@:10]([C:17]3[CH:22]=[CH:21][CH:20]=[C:19]([F:23])[C:18]=3[CH3:24])([C:13]([O:15][CH3:16])=[O:14])[CH2:9]2)[CH:5]=[N:4]1. The catalyst class is: 19.